From a dataset of Forward reaction prediction with 1.9M reactions from USPTO patents (1976-2016). Predict the product of the given reaction. (1) Given the reactants [C:1]([C:5]1[CH:22]=[CH:21][CH:20]=[CH:19][C:6]=1[O:7][C:8]1[C:13]([NH:14][C:15](=[S:18])[NH:16][NH2:17])=[CH:12][CH:11]=[CH:10][N:9]=1)([CH3:4])([CH3:3])[CH3:2].[Br:23][CH2:24][CH2:25][CH2:26][C:27](Cl)=O, predict the reaction product. The product is: [Br:23][CH2:24][CH2:25][CH2:26][C:27]1[S:18][C:15]([NH:14][C:13]2[C:8]([O:7][C:6]3[CH:19]=[CH:20][CH:21]=[CH:22][C:5]=3[C:1]([CH3:4])([CH3:2])[CH3:3])=[N:9][CH:10]=[CH:11][CH:12]=2)=[N:16][N:17]=1. (2) Given the reactants Cl.Cl[C:3]1C=CC(NN)=CC=1.BrCCN1CCN(C(OC(C)(C)C)=O)CC1.C(OC(OCC)CCCNC)C.[Cl:39][C:40]1[CH:41]=[C:42]2[C:46](=[CH:47][CH:48]=1)[N:45]([CH2:49][CH2:50][N:51]1[CH2:56][CH2:55][N:54](C(OC(C)(C)C)=O)[CH2:53][CH2:52]1)[CH:44]=[C:43]2[CH2:64][CH2:65][NH:66][CH3:67].C=O.C(O)(C(F)(F)F)=O.C(O)(C(F)(F)F)=O.ClCCl, predict the reaction product. The product is: [Cl:39][C:40]1[CH:48]=[C:47]2[C:46](=[CH:42][CH:41]=1)[N:45]([CH2:49][CH2:50][N:51]1[CH2:56][CH2:55][NH:54][CH2:53][CH2:52]1)[C:44]1[CH2:3][N:66]([CH3:67])[CH2:65][CH2:64][C:43]2=1.